This data is from Peptide-MHC class I binding affinity with 185,985 pairs from IEDB/IMGT. The task is: Regression. Given a peptide amino acid sequence and an MHC pseudo amino acid sequence, predict their binding affinity value. This is MHC class I binding data. (1) The peptide sequence is GEHSLPRCW. The MHC is HLA-B40:01 with pseudo-sequence HLA-B40:01. The binding affinity (normalized) is 0.0142. (2) The peptide sequence is DVKDSSLL. The MHC is H-2-Kb with pseudo-sequence H-2-Kb. The binding affinity (normalized) is 0. (3) The peptide sequence is GFRSGVPPK. The MHC is HLA-A03:01 with pseudo-sequence HLA-A03:01. The binding affinity (normalized) is 0.239. (4) The peptide sequence is YMYRVWSPL. The MHC is HLA-B07:02 with pseudo-sequence HLA-B07:02. The binding affinity (normalized) is 0.479. (5) The peptide sequence is VLLISDPGL. The MHC is HLA-B15:01 with pseudo-sequence HLA-B15:01. The binding affinity (normalized) is 0.0847. (6) The peptide sequence is MEKTHNLMA. The MHC is HLA-A29:02 with pseudo-sequence HLA-A29:02. The binding affinity (normalized) is 0.0847. (7) The MHC is HLA-A69:01 with pseudo-sequence HLA-A69:01. The binding affinity (normalized) is 0.0847. The peptide sequence is HSGFIYFGK.